From a dataset of Full USPTO retrosynthesis dataset with 1.9M reactions from patents (1976-2016). Predict the reactants needed to synthesize the given product. Given the product [CH3:13][O:12][C:10](=[O:11])[C@:9]1([CH3:23])[CH2:14][C@@H:15]([C:17]2[CH:22]=[CH:21][CH:20]=[CH:19][CH:18]=2)[CH2:16][NH:8]1, predict the reactants needed to synthesize it. The reactants are: C([N:8]1[CH2:16][C@H:15]([C:17]2[CH:22]=[CH:21][CH:20]=[CH:19][CH:18]=2)[CH2:14][C@@:9]1([CH3:23])[C:10]([O:12][CH3:13])=[O:11])(OC(C)(C)C)=O.Cl.